Dataset: Peptide-MHC class II binding affinity with 134,281 pairs from IEDB. Task: Regression. Given a peptide amino acid sequence and an MHC pseudo amino acid sequence, predict their binding affinity value. This is MHC class II binding data. (1) The peptide sequence is ELLKTVRLIKFLYQSNP. The MHC is DRB1_0405 with pseudo-sequence DRB1_0405. The binding affinity (normalized) is 0.608. (2) The peptide sequence is LELQIVDKIDAAFKI. The MHC is DRB1_0401 with pseudo-sequence DRB1_0401. The binding affinity (normalized) is 0.459. (3) The peptide sequence is MVTQMAMTDTTPFGQQR. The MHC is DRB1_0404 with pseudo-sequence DRB1_0404. The binding affinity (normalized) is 0.455. (4) The peptide sequence is LSFAAALNGLAGPLH. The MHC is HLA-DQA10301-DQB10302 with pseudo-sequence HLA-DQA10301-DQB10302. The binding affinity (normalized) is 0.177. (5) The peptide sequence is INYHAFESL. The MHC is H-2-IAb with pseudo-sequence H-2-IAb. The binding affinity (normalized) is 0.316. (6) The peptide sequence is VGADEDDIKATYDKG. The MHC is HLA-DQA10401-DQB10402 with pseudo-sequence HLA-DQA10401-DQB10402. The binding affinity (normalized) is 0.148. (7) The binding affinity (normalized) is 0.573. The MHC is HLA-DQA10401-DQB10402 with pseudo-sequence HLA-DQA10401-DQB10402. The peptide sequence is ARTISEAGQAMASTE. (8) The peptide sequence is YQIAFSRGNRAFIAI. The MHC is HLA-DQA10401-DQB10402 with pseudo-sequence HLA-DQA10401-DQB10402. The binding affinity (normalized) is 0.513.